This data is from Catalyst prediction with 721,799 reactions and 888 catalyst types from USPTO. The task is: Predict which catalyst facilitates the given reaction. (1) Reactant: [Cl:1][C:2]1[CH:11]=[C:10]2[C:5]([CH:6]=[C:7]([CH2:12]O)[N:8]=[CH:9]2)=[CH:4][CH:3]=1.S(Cl)([Cl:16])=O. Product: [Cl:1][C:2]1[CH:11]=[C:10]2[C:5]([CH:6]=[C:7]([CH2:12][Cl:16])[N:8]=[CH:9]2)=[CH:4][CH:3]=1. The catalyst class is: 2. (2) Reactant: [NH2:1][C:2]1[CH:7]=[CH:6][CH:5]=[CH:4][N:3]=1.Cl[C:9]([O:11][C:12]1[CH:17]=[CH:16][CH:15]=[CH:14][CH:13]=1)=[O:10]. Product: [C:12]1([O:11][C:9](=[O:10])[NH:1][C:2]2[CH:7]=[CH:6][CH:5]=[CH:4][N:3]=2)[CH:17]=[CH:16][CH:15]=[CH:14][CH:13]=1. The catalyst class is: 49. (3) Reactant: [NH2:1][C:2]1[NH:3][C:4](=[O:46])[C:5]2[S:10][C:9](=[O:11])[N:8]([C@@H:12]3[O:34][C@H:33]([CH2:35][O:36]C(=O)C4C=CC=CC=4)[C@@H:23]([O:24]C(=O)C4C=CC=CC=4)[C@@:13]3([CH3:45])[O:14]C(=O)C3C=CC=CC=3)[C:6]=2[N:7]=1.N. Product: [NH2:1][C:2]1[NH:3][C:4](=[O:46])[C:5]2[S:10][C:9](=[O:11])[N:8]([C@@H:12]3[O:34][C@H:33]([CH2:35][OH:36])[C@@H:23]([OH:24])[C@@:13]3([CH3:45])[OH:14])[C:6]=2[N:7]=1. The catalyst class is: 5. (4) Reactant: Cl[C:2]1[CH:7]=[C:6]([N:8]2[CH2:13][CH2:12][O:11][CH:10]([C:14]3[NH:15][C:16]([C:20]4[CH:25]=[CH:24][CH:23]=[CH:22][CH:21]=4)=[C:17]([CH3:19])[N:18]=3)[CH2:9]2)[N:5]=[C:4]([NH2:26])[N:3]=1.[F:27][C:28]1[CH:35]=[C:34](B2OC(C)(C)C(C)(C)O2)[CH:33]=[CH:32][C:29]=1[C:30]#[N:31].C([O-])([O-])=O.[Na+].[Na+]. The catalyst class is: 73. Product: [NH2:26][C:4]1[N:3]=[C:2]([C:34]2[CH:33]=[CH:32][C:29]([C:30]#[N:31])=[C:28]([F:27])[CH:35]=2)[CH:7]=[C:6]([N:8]2[CH2:13][CH2:12][O:11][CH:10]([C:14]3[NH:15][C:16]([C:20]4[CH:25]=[CH:24][CH:23]=[CH:22][CH:21]=4)=[C:17]([CH3:19])[N:18]=3)[CH2:9]2)[N:5]=1.